Dataset: Catalyst prediction with 721,799 reactions and 888 catalyst types from USPTO. Task: Predict which catalyst facilitates the given reaction. (1) Reactant: [F:1][C:2]1[CH:7]=[C:6]([N:8]2[CH2:13][CH2:12][O:11][CH2:10][CH2:9]2)[CH:5]=[CH:4][C:3]=1[CH2:14][N:15]1[CH2:20][CH2:19][N:18](C(OC(C)(C)C)=O)[C@H:17]([CH3:28])[CH2:16]1.FC(F)(F)C(O)=O. Product: [F:1][C:2]1[CH:7]=[C:6]([N:8]2[CH2:13][CH2:12][O:11][CH2:10][CH2:9]2)[CH:5]=[CH:4][C:3]=1[CH2:14][N:15]1[CH2:20][CH2:19][NH:18][C@H:17]([CH3:28])[CH2:16]1. The catalyst class is: 4. (2) Reactant: [NH:1]1[C:9]2[C:4](=[CH:5][CH:6]=[CH:7][CH:8]=2)[C:3]2([C:21]3[C:12](=[CH:13][C:14]4[O:19][CH2:18][CH2:17][O:16][C:15]=4[CH:20]=3)[O:11][CH2:10]2)[C:2]1=[O:22].Br[CH2:24][CH:25]1[CH2:27][C:26]1([F:29])[F:28].C(=O)([O-])[O-].[Cs+].[Cs+]. Product: [F:28][C:26]1([F:29])[CH2:27][CH:25]1[CH2:24][N:1]1[C:9]2[C:4](=[CH:5][CH:6]=[CH:7][CH:8]=2)[C:3]2([C:21]3[C:12](=[CH:13][C:14]4[O:19][CH2:18][CH2:17][O:16][C:15]=4[CH:20]=3)[O:11][CH2:10]2)[C:2]1=[O:22]. The catalyst class is: 3. (3) Reactant: [CH3:1][O:2][C:3]1[C:4]2[NH:21][N:20]=[CH:19][C:5]=2[N:6]=[C:7]([N:9]2[CH:13]=[C:12]([C:14]([O:16][CH2:17][CH3:18])=[O:15])[CH:11]=[N:10]2)[N:8]=1.[Br:22]N1C(=O)CCC1=O. Product: [Br:22][C:19]1[C:5]2[N:6]=[C:7]([N:9]3[CH:13]=[C:12]([C:14]([O:16][CH2:17][CH3:18])=[O:15])[CH:11]=[N:10]3)[N:8]=[C:3]([O:2][CH3:1])[C:4]=2[NH:21][N:20]=1. The catalyst class is: 10. (4) Reactant: [OH:1][C:2]1[CH:12]=[CH:11][C:5]([C:6]([O:8][CH2:9][CH3:10])=[O:7])=[CH:4][CH:3]=1.Br[CH2:14][CH2:15][CH3:16].[H-].[Na+]. Product: [CH2:9]([O:8][C:6](=[O:7])[C:5]1[CH:4]=[CH:3][C:2]([O:1][CH2:14][CH2:15][CH3:16])=[CH:12][CH:11]=1)[CH3:10]. The catalyst class is: 39. (5) Reactant: [Br:1][C:2]1[S:3][C:4]2[C:10](=[O:11])[CH2:9][CH:8]([CH3:12])[CH2:7][C:5]=2[N:6]=1.BrBr.N12CCCN=C1CCCCC2.CCOC(C)=O. Product: [Br:1][C:2]1[S:3][C:4]2[C:10]([OH:11])=[CH:9][C:8]([CH3:12])=[CH:7][C:5]=2[N:6]=1. The catalyst class is: 676. (6) Reactant: [C:1]([C:5]1[CH:9]=[C:8](C(O)=O)[N:7]([C:13]2[CH:18]=[CH:17][CH:16]=[C:15]([CH2:19][P:20]([CH2:24][CH3:25])([CH2:22][CH3:23])=[O:21])[CH:14]=2)[N:6]=1)([CH3:4])([CH3:3])[CH3:2].C([N:28]([CH2:31]C)CC)C.C1C=CC(P(N=[N+]=[N-])(C2C=CC=CC=2)=[O:40])=CC=1.[Cl:50][C:51]1[N:56]=[C:55]([O:57][C:58]2[C:67]3[C:62](=[CH:63][CH:64]=[CH:65][CH:66]=3)[C:61]([NH2:68])=[CH:60][CH:59]=2)[CH:54]=[CH:53][N:52]=1. Product: [C:1]([C:5]1[CH:9]=[C:8]([NH:28][C:31]([NH:68][C:61]2[C:62]3[C:67](=[CH:66][CH:65]=[CH:64][CH:63]=3)[C:58]([O:57][C:55]3[CH:54]=[CH:53][N:52]=[C:51]([Cl:50])[N:56]=3)=[CH:59][CH:60]=2)=[O:40])[N:7]([C:13]2[CH:18]=[CH:17][CH:16]=[C:15]([CH2:19][P:20]([CH2:24][CH3:25])([CH2:22][CH3:23])=[O:21])[CH:14]=2)[N:6]=1)([CH3:2])([CH3:4])[CH3:3]. The catalyst class is: 12. (7) Reactant: [F:1][C:2]1[CH:7]=[CH:6][C:5]([C:8]2[CH:13]=[CH:12][C:11]([O:14][CH2:15][CH2:16][C:17]3[N:18]=[C:19]([S:22][C:23]([CH3:32])([CH3:31])[C:24]([O:26][C:27]([CH3:30])([CH3:29])[CH3:28])=[O:25])[S:20][CH:21]=3)=[C:10]([C:33]([OH:35])=O)[CH:9]=2)=[CH:4][CH:3]=1.[NH:36]1[CH2:41][CH2:40][O:39][CH2:38][CH2:37]1.CN(C)CCCN=C=NCC.ON1C2C=CC=CC=2N=N1. Product: [C:27]([O:26][C:24](=[O:25])[C:23]([S:22][C:19]1[S:20][CH:21]=[C:17]([CH2:16][CH2:15][O:14][C:11]2[CH:12]=[CH:13][C:8]([C:5]3[CH:6]=[CH:7][C:2]([F:1])=[CH:3][CH:4]=3)=[CH:9][C:10]=2[C:33]([N:36]2[CH2:41][CH2:40][O:39][CH2:38][CH2:37]2)=[O:35])[N:18]=1)([CH3:31])[CH3:32])([CH3:28])([CH3:30])[CH3:29]. The catalyst class is: 4.